This data is from Reaction yield outcomes from USPTO patents with 853,638 reactions. The task is: Predict the reaction yield, written as a fraction of the theoretical maximum amount of product (1.0 means a 100% yield; for example, 0.34 means a 34% yield). (1) The reactants are [C:1](N1C=CN=C1)(N1C=CN=C1)=[O:2].[NH2:13][C:14]1[C:19]([CH2:20][NH:21][CH2:22][CH2:23][O:24][CH3:25])=[CH:18][C:17]([Br:26])=[CH:16][N:15]=1. The product is [Br:26][C:17]1[CH:16]=[N:15][C:14]2[NH:13][C:1](=[O:2])[N:21]([CH2:22][CH2:23][O:24][CH3:25])[CH2:20][C:19]=2[CH:18]=1. The yield is 0.830. The catalyst is ClCCCl. (2) The yield is 0.360. The catalyst is C1COCC1. The reactants are [NH:1]1[C:6]2[CH:7]=[CH:8][CH:9]=[CH:10][C:5]=2[C:4](=O)[O:3][C:2]1=O.[Br:13][C:14]1[C:15]([CH3:21])=[C:16]([CH:18]=[CH:19][CH:20]=1)[NH2:17].COC(OC)OC. The product is [Br:13][C:14]1[C:15]([CH3:21])=[C:16]([N:17]2[C:4](=[O:3])[C:5]3[C:6](=[CH:7][CH:8]=[CH:9][CH:10]=3)[N:1]=[CH:2]2)[CH:18]=[CH:19][CH:20]=1.